The task is: Regression/Classification. Given a drug SMILES string, predict its absorption, distribution, metabolism, or excretion properties. Task type varies by dataset: regression for continuous measurements (e.g., permeability, clearance, half-life) or binary classification for categorical outcomes (e.g., BBB penetration, CYP inhibition). For this dataset (solubility_aqsoldb), we predict Y.. This data is from Aqueous solubility values for 9,982 compounds from the AqSolDB database. (1) The molecule is CC1=CC(=O)N(Cc2cccc(CN3C(=O)C=C(C)C3=O)c2)C1=O. The Y is -3.90 log mol/L. (2) The compound is Brc1ccccc1. The Y is -2.57 log mol/L. (3) The compound is NC(=O)OCC(Cl)(Cl)Cl. The Y is -1.28 log mol/L.